This data is from Full USPTO retrosynthesis dataset with 1.9M reactions from patents (1976-2016). The task is: Predict the reactants needed to synthesize the given product. (1) Given the product [CH3:23][C:24]1[CH:29]=[CH:28][N:27]=[CH:26][C:25]=1[C:2]1[CH:8]=[CH:7][C:5]([NH2:6])=[CH:4][C:3]=1[O:9][CH2:10][C:11]([F:14])([F:13])[F:12], predict the reactants needed to synthesize it. The reactants are: I[C:2]1[CH:8]=[CH:7][C:5]([NH2:6])=[CH:4][C:3]=1[O:9][CH2:10][C:11]([F:14])([F:13])[F:12].[O-]P([O-])([O-])=O.[K+].[K+].[K+].[CH3:23][C:24]1[CH:29]=[CH:28][N:27]=[CH:26][C:25]=1B(O)O.O1CCOCC1. (2) Given the product [F:18][CH:17]([F:19])[CH2:16][N:2]1[C:3]([C:6]([O:8][CH3:9])=[O:7])=[CH:4][CH:5]=[N:1]1, predict the reactants needed to synthesize it. The reactants are: [NH:1]1[CH:5]=[CH:4][C:3]([C:6]([O:8][CH3:9])=[O:7])=[N:2]1.FC(F)(F)S(O[CH2:16][CH:17]([F:19])[F:18])(=O)=O.C(=O)([O-])[O-].[Cs+].[Cs+]. (3) The reactants are: Br[C:2]1[S:3][C:4]([C:7]2[CH:8]=[N:9][N:10]3[CH:15]=[CH:14][C:13]([N:16]4[CH2:20][CH2:19][CH2:18][C@@H:17]4[C:21]4[CH:26]=[C:25]([F:27])[CH:24]=[CH:23][C:22]=4[F:28])=[N:12][C:11]=23)=[N:5][N:6]=1.CC1(C)C(C)(C)OB([C:37]2[CH:38]=[N:39][N:40](C(OC(C)(C)C)=O)[CH:41]=2)O1.[O-]P([O-])([O-])=O.[K+].[K+].[K+]. Given the product [F:28][C:22]1[CH:23]=[CH:24][C:25]([F:27])=[CH:26][C:21]=1[C@H:17]1[CH2:18][CH2:19][CH2:20][N:16]1[C:13]1[CH:14]=[CH:15][N:10]2[N:9]=[CH:8][C:7]([C:4]3[S:3][C:2]([C:37]4[CH:38]=[N:39][NH:40][CH:41]=4)=[N:6][N:5]=3)=[C:11]2[N:12]=1, predict the reactants needed to synthesize it. (4) Given the product [C:1]([O:5][C:6]([N:8]([CH3:34])[C:9]1[N:14]=[C:13]([CH2:15][CH2:16][O:17][C:18]2[N:23]=[CH:22][C:21]([CH2:24][C@@H:25]([C:27]([O:29][C:30]([CH3:33])([CH3:32])[CH3:31])=[O:28])[NH:26][C:38]([C:37]3[C:36]([Cl:35])=[CH:44][CH:43]=[CH:42][C:41]=3[Cl:45])=[O:39])=[CH:20][CH:19]=2)[CH:12]=[CH:11][CH:10]=1)=[O:7])([CH3:2])([CH3:4])[CH3:3], predict the reactants needed to synthesize it. The reactants are: [C:1]([O:5][C:6]([N:8]([CH3:34])[C:9]1[N:14]=[C:13]([CH2:15][CH2:16][O:17][C:18]2[N:23]=[CH:22][C:21]([CH2:24][C@@H:25]([C:27]([O:29][C:30]([CH3:33])([CH3:32])[CH3:31])=[O:28])[NH2:26])=[CH:20][CH:19]=2)[CH:12]=[CH:11][CH:10]=1)=[O:7])([CH3:4])([CH3:3])[CH3:2].[Cl:35][C:36]1[CH:44]=[CH:43][CH:42]=[C:41]([Cl:45])[C:37]=1[C:38](Cl)=[O:39]. (5) Given the product [C:1]([O:5][C:6]([NH:8][CH:9]1[CH:14]([F:32])[CH2:13][CH2:12][N:11]([C:16]([O:18][CH2:19][C:20]2[CH:25]=[CH:24][CH:23]=[CH:22][CH:21]=2)=[O:17])[CH2:10]1)=[O:7])([CH3:4])([CH3:3])[CH3:2], predict the reactants needed to synthesize it. The reactants are: [C:1]([O:5][C:6]([NH:8][CH:9]1[CH:14](O)[CH2:13][CH2:12][N:11]([C:16]([O:18][CH2:19][C:20]2[CH:25]=[CH:24][CH:23]=[CH:22][CH:21]=2)=[O:17])[CH2:10]1)=[O:7])([CH3:4])([CH3:3])[CH3:2].CCN(S(F)(F)[F:32])CC. (6) Given the product [CH3:54][C:52]1[CH:51]=[CH:50][N:49]=[C:48]([NH:47][C:73]2[N:72]=[C:71]([C:68]3[S:67][C:66]([N:63]4[CH2:62][CH2:61][CH:60]([C:58]([O:57][CH2:55][CH3:56])=[O:59])[CH2:65][CH2:64]4)=[N:70][CH:69]=3)[CH:76]=[CH:75][CH:74]=2)[CH:53]=1, predict the reactants needed to synthesize it. The reactants are: C1(P(C2C=CC=CC=2)C2C=CC3C(=CC=CC=3)C=2C2C3C(=CC=CC=3)C=CC=2P(C2C=CC=CC=2)C2C=CC=CC=2)C=CC=CC=1.[NH2:47][C:48]1[CH:53]=[C:52]([CH3:54])[CH:51]=[CH:50][N:49]=1.[CH2:55]([O:57][C:58]([CH:60]1[CH2:65][CH2:64][N:63]([C:66]2[S:67][C:68]([C:71]3[CH:76]=[CH:75][CH:74]=[C:73](Br)[N:72]=3)=[CH:69][N:70]=2)[CH2:62][CH2:61]1)=[O:59])[CH3:56].C(=O)([O-])[O-].[Cs+].[Cs+]. (7) Given the product [C:1]([O:5][C:6](=[O:7])[NH:8][C:9]1[CH:14]=[C:13]([C:15]2[CH:20]=[CH:19][C:18]([C:21](=[O:22])[NH:46][C:43]3[CH:44]=[CH:45][C:40]([CH2:39][N:36]4[CH2:35][CH2:34][N:33]([S:30]([CH3:29])(=[O:32])=[O:31])[CH2:38][CH2:37]4)=[CH:41][CH:42]=3)=[CH:17][CH:16]=2)[C:12]([O:24][C:25]([F:27])([F:26])[F:28])=[CH:11][CH:10]=1)([CH3:4])([CH3:2])[CH3:3], predict the reactants needed to synthesize it. The reactants are: [C:1]([O:5][C:6]([NH:8][C:9]1[CH:10]=[CH:11][C:12]([O:24][C:25]([F:28])([F:27])[F:26])=[C:13]([C:15]2[CH:20]=[CH:19][C:18]([C:21](O)=[O:22])=[CH:17][CH:16]=2)[CH:14]=1)=[O:7])([CH3:4])([CH3:3])[CH3:2].[CH3:29][S:30]([N:33]1[CH2:38][CH2:37][N:36]([CH2:39][C:40]2[CH:45]=[CH:44][C:43]([NH2:46])=[CH:42][CH:41]=2)[CH2:35][CH2:34]1)(=[O:32])=[O:31].CN(C(ON1N=NC2C=CC=CC1=2)=[N+](C)C)C.F[P-](F)(F)(F)(F)F.CN1CCOCC1.